From a dataset of Full USPTO retrosynthesis dataset with 1.9M reactions from patents (1976-2016). Predict the reactants needed to synthesize the given product. (1) Given the product [CH:1]([C:4]1[N:8]=[C:7]([N:9]2[CH2:14][CH2:13][CH:12]([C@H:15]([CH3:19])[CH2:16][CH2:17][O:18][C:21]3[CH:26]=[CH:25][C:24]([S:27]([CH3:30])(=[O:29])=[O:28])=[CH:23][N:22]=3)[CH2:11][CH2:10]2)[O:6][N:5]=1)([CH3:3])[CH3:2], predict the reactants needed to synthesize it. The reactants are: [CH:1]([C:4]1[N:8]=[C:7]([N:9]2[CH2:14][CH2:13][CH:12]([C@H:15]([CH3:19])[CH2:16][CH2:17][OH:18])[CH2:11][CH2:10]2)[O:6][N:5]=1)([CH3:3])[CH3:2].F[C:21]1[CH:26]=[CH:25][C:24]([S:27]([CH3:30])(=[O:29])=[O:28])=[CH:23][N:22]=1. (2) Given the product [F:1][C:2]([CH2:55][C:54]([OH:57])=[O:56])([F:4])[F:3].[CH:30]1([O:33][C:34]2[CH:35]=[C:36]([CH:39]=[C:40]([O:50][CH:51]3[CH2:52][CH2:53]3)[C:41]=2[C:42]2[C:47]([F:48])=[CH:46][C:45]([F:49])=[CH:44][N:43]=2)[CH2:37][N:17]2[CH2:16][CH2:15][C:13]3([CH2:12][N:11]([C:20]4[CH:29]=[CH:28][C:23]([C:24]([O:26][CH3:27])=[O:25])=[CH:22][CH:21]=4)[C:10](=[O:9])[CH2:14]3)[CH2:19][CH2:18]2)[CH2:32][CH2:31]1, predict the reactants needed to synthesize it. The reactants are: [F:1][C:2](OC(=O)C)([F:4])[F:3].[O:9]=[C:10]1[CH2:14][C:13]2([CH2:19][CH2:18][NH:17][CH2:16][CH2:15]2)[CH2:12][N:11]1[C:20]1[CH:29]=[CH:28][C:23]([C:24]([O:26][CH3:27])=[O:25])=[CH:22][CH:21]=1.[CH:30]1([O:33][C:34]2[CH:35]=[C:36]([CH:39]=[C:40]([O:50][CH:51]3[CH2:53][CH2:52]3)[C:41]=2[C:42]2[C:47]([F:48])=[CH:46][C:45]([F:49])=[CH:44][N:43]=2)[CH:37]=O)[CH2:32][CH2:31]1.[C:54]([O:57][BH-]([O:57][C:54](=[O:56])[CH3:55])[O:57][C:54](=[O:56])[CH3:55])(=[O:56])[CH3:55].[Na+].CC(O)=O. (3) Given the product [CH2:20]([C:9]1[C:10]2[CH:18]=[CH:17][C:16]([OH:19])=[CH:15][C:11]=2[CH2:12][CH2:13][CH2:14][C:8]=1[C:5]1[CH:4]=[CH:3][C:2]([OH:1])=[CH:7][CH:6]=1)[CH3:21], predict the reactants needed to synthesize it. The reactants are: [OH:1][C:2]1[CH:7]=[CH:6][C:5]([C:8]2[CH2:14][CH2:13][CH2:12][C:11]3[CH:15]=[C:16]([OH:19])[CH:17]=[CH:18][C:10]=3[C:9]=2[CH:20]=[CH2:21])=[CH:4][CH:3]=1. (4) Given the product [CH3:16][O:15][C:13]([NH:1][C@@H:2]([C:3]([CH3:6])([CH3:5])[CH3:4])[C:7]([OH:9])=[O:8])=[O:14], predict the reactants needed to synthesize it. The reactants are: [NH2:1][C@H:2]([C:7]([OH:9])=[O:8])[C:3]([CH3:6])([CH3:5])[CH3:4].[OH-].[Na+].Cl[C:13]([O:15][CH3:16])=[O:14]. (5) Given the product [C:6]([O:8][CH3:9])(=[O:7])[CH2:5][CH2:4][CH2:3][CH2:2][CH2:1][CH2:24][CH2:25]/[CH:26]=[CH:27]\[CH2:28][CH2:29][CH2:30][CH2:31][CH2:32][CH2:33][CH2:34][CH3:35], predict the reactants needed to synthesize it. The reactants are: [CH2:1](O)[C@H:2]1[O:7][C@H:6]([O:8][C@:9]2(CO)O[C@H](CO)[C@@H](O)[C@@H]2O)[C@H:5](O)[C@@H:4](O)[C@@H:3]1O.[C:24]([O-])(=O)[CH2:25][CH2:26][CH2:27][CH2:28][CH2:29][CH2:30][CH2:31][CH2:32][CH2:33][CH2:34][CH2:35]CCCCCC.[Na+].OO. (6) Given the product [Cl:1][C:2]1[CH:8]=[CH:7][C:5]([NH:6][C:11]([NH:10][C:13]2([C:19]([O:21][CH3:22])=[O:20])[CH2:18][CH2:17][CH2:16][CH2:15][CH2:14]2)=[O:12])=[C:4]([F:9])[CH:3]=1, predict the reactants needed to synthesize it. The reactants are: [Cl:1][C:2]1[CH:8]=[CH:7][C:5]([NH2:6])=[C:4]([F:9])[CH:3]=1.[N:10]([C:13]1([C:19]([O:21][CH3:22])=[O:20])[CH2:18][CH2:17][CH2:16][CH2:15][CH2:14]1)=[C:11]=[O:12]. (7) Given the product [CH3:1][O:2][C:3](=[O:21])[CH:4]([N:6]([C:14]([O:16][C:17]([CH3:20])([CH3:19])[CH3:18])=[O:15])[C:7]([O:9][C:10]([CH3:13])([CH3:12])[CH3:11])=[O:8])[CH2:5][N:33]1[CH:34]=[CH:35][C:30]([O:29][CH2:22][C:23]2[CH:24]=[CH:25][CH:26]=[CH:27][CH:28]=2)=[CH:31][C:32]1=[O:36], predict the reactants needed to synthesize it. The reactants are: [CH3:1][O:2][C:3](=[O:21])[C:4]([N:6]([C:14]([O:16][C:17]([CH3:20])([CH3:19])[CH3:18])=[O:15])[C:7]([O:9][C:10]([CH3:13])([CH3:12])[CH3:11])=[O:8])=[CH2:5].[CH2:22]([O:29][C:30]1[CH:35]=[CH:34][NH:33][C:32](=[O:36])[CH:31]=1)[C:23]1[CH:28]=[CH:27][CH:26]=[CH:25][CH:24]=1.C(=O)([O-])[O-].[Cs+].[Cs+]. (8) The reactants are: [NH2:1][C:2]1[C:11]([O:12][CH3:13])=[C:10]([Cl:14])[CH:9]=[C:8]([Cl:15])[C:3]=1[C:4]([O:6]C)=[O:5].[OH-].[Na+]. Given the product [NH2:1][C:2]1[C:11]([O:12][CH3:13])=[C:10]([Cl:14])[CH:9]=[C:8]([Cl:15])[C:3]=1[C:4]([OH:6])=[O:5], predict the reactants needed to synthesize it. (9) Given the product [N:1]1([C:6]2[CH:15]=[C:14]3[C:9]([CH2:10][CH2:11][CH2:12][CH:13]3[OH:16])=[CH:8][CH:7]=2)[CH2:5][CH2:4][CH2:3][CH2:2]1, predict the reactants needed to synthesize it. The reactants are: [N:1]1([C:6]2[CH:15]=[C:14]3[C:9]([CH2:10][CH2:11][CH2:12][C:13]3=[O:16])=[CH:8][CH:7]=2)[CH2:5][CH2:4][CH2:3][CH2:2]1.[BH4-].[Na+].O.